Dataset: NCI-60 drug combinations with 297,098 pairs across 59 cell lines. Task: Regression. Given two drug SMILES strings and cell line genomic features, predict the synergy score measuring deviation from expected non-interaction effect. (1) Drug 2: COCCOC1=C(C=C2C(=C1)C(=NC=N2)NC3=CC=CC(=C3)C#C)OCCOC.Cl. Drug 1: C1=CN(C=N1)CC(O)(P(=O)(O)O)P(=O)(O)O. Cell line: HCT-15. Synergy scores: CSS=1.55, Synergy_ZIP=2.58, Synergy_Bliss=-4.72, Synergy_Loewe=-6.17, Synergy_HSA=-8.26. (2) Drug 1: C1=NC2=C(N1)C(=S)N=CN2. Drug 2: B(C(CC(C)C)NC(=O)C(CC1=CC=CC=C1)NC(=O)C2=NC=CN=C2)(O)O. Cell line: A498. Synergy scores: CSS=6.26, Synergy_ZIP=-2.71, Synergy_Bliss=-6.24, Synergy_Loewe=-29.6, Synergy_HSA=-6.56.